The task is: Predict the product of the given reaction.. This data is from Forward reaction prediction with 1.9M reactions from USPTO patents (1976-2016). (1) Given the reactants [CH2:1]([C:8]1[C:9](=[O:21])[NH:10][N:11]([C:16]([O:18][CH2:19][CH3:20])=[O:17])[C:12]=1[CH:13]([CH3:15])[CH3:14])[C:2]1[CH:7]=[CH:6][CH:5]=[CH:4][CH:3]=1.C(=O)([O-])[O-].[K+].[K+].[C:28]([O:34][C@@H:35]1[C@@H:40]([O:41][C:42](=[O:47])[C:43]([CH3:46])([CH3:45])[CH3:44])[C@H:39]([O:48][C:49](=[O:54])[C:50]([CH3:53])([CH3:52])[CH3:51])[C@@H:38]([CH2:55][O:56][C:57](=[O:62])[C:58]([CH3:61])([CH3:60])[CH3:59])[O:37][C@@H:36]1Br)(=[O:33])[C:29]([CH3:32])([CH3:31])[CH3:30].O, predict the reaction product. The product is: [CH2:1]([C:8]1[C:9]([O:21][C@@H:36]2[O:37][C@H:38]([CH2:55][O:56][C:57](=[O:62])[C:58]([CH3:61])([CH3:60])[CH3:59])[C@@H:39]([O:48][C:49](=[O:54])[C:50]([CH3:51])([CH3:52])[CH3:53])[C@H:40]([O:41][C:42](=[O:47])[C:43]([CH3:44])([CH3:45])[CH3:46])[C@H:35]2[O:34][C:28](=[O:33])[C:29]([CH3:32])([CH3:30])[CH3:31])=[N:10][N:11]([C:16]([O:18][CH2:19][CH3:20])=[O:17])[C:12]=1[CH:13]([CH3:15])[CH3:14])[C:2]1[CH:3]=[CH:4][CH:5]=[CH:6][CH:7]=1. (2) Given the reactants Cl.[CH2:2]([N:6]([S:16]([C:19]1[CH:24]=[CH:23][C:22]([CH3:25])=[CH:21][CH:20]=1)(=[O:18])=[O:17])[C@H:7]([C:13]([OH:15])=[O:14])[CH2:8][CH2:9][CH2:10][CH2:11][NH2:12])[CH:3]([CH3:5])[CH3:4].[OH-:26].[Na+].[CH2:40](OC(N[C@H](C(O)=O)[CH2:40][C:41]1[CH:46]=CC=C[CH:42]=1)=O)[C:41]1[CH:46]=CC=C[CH:42]=1.O[N:51]1[C:55](=O)[CH2:54][CH2:53][C:52]1=[O:57].[CH2:71]1[CH2:72][CH2:67]C(N=C=N[CH:67]2[CH2:72][CH2:71][CH2:70][CH2:69]C2)[CH2:69][CH2:70]1.C1[CH2:77][O:76]CC1, predict the reaction product. The product is: [CH3:25][C:22]1[CH:23]=[CH:24][C:19]([S:16]([N:6]([C@H:7]([C:13]([OH:15])=[O:14])[CH2:8][CH2:9][CH2:10][CH2:11][NH:12][C:77]([C@@H:55]([NH:51][C:52]([O:57][C:41]([CH3:46])([CH3:42])[CH3:40])=[O:26])[CH2:54][C:53]2[CH:69]=[CH:70][CH:71]=[CH:72][CH:67]=2)=[O:76])[CH2:2][CH:3]([CH3:4])[CH3:5])(=[O:18])=[O:17])=[CH:20][CH:21]=1. (3) Given the reactants [CH3:1][N:2]([CH3:8])[C:3](=[O:7])[CH2:4][C:5]#[N:6].[CH2:9]([N:11]=[C:12]=[S:13])[CH3:10], predict the reaction product. The product is: [C:5]([CH:4]([C:12](=[S:13])[NH:11][CH2:9][CH3:10])[C:3]([N:2]([CH3:8])[CH3:1])=[O:7])#[N:6]. (4) Given the reactants C(OC(=O)[NH:7][C:8]1[CH:13]=[C:12]([CH2:14][C:15](O)([C:23]2[CH:28]=[CH:27][CH:26]=[CH:25][CH:24]=2)[C:16]2[CH:21]=[CH:20][CH:19]=[CH:18][C:17]=2[CH3:22])[CH:11]=[CH:10][N:9]=1)(C)(C)C.FC(F)(F)C(O)=O.CCOC(C)=O.C([O-])(O)=O.[Na+], predict the reaction product. The product is: [C:23]1([C:15]([C:16]2[CH:21]=[CH:20][CH:19]=[CH:18][C:17]=2[CH3:22])=[CH:14][C:12]2[CH:11]=[CH:10][N:9]=[C:8]([NH2:7])[CH:13]=2)[CH:24]=[CH:25][CH:26]=[CH:27][CH:28]=1. (5) Given the reactants [CH3:1][C:2]1[NH:6][C:5]([C:7]([O:9][CH2:10][CH3:11])=[O:8])=[N:4][CH:3]=1.C1C(=O)N([Cl:19])C(=O)C1, predict the reaction product. The product is: [Cl:19][C:3]1[N:4]=[C:5]([C:7]([O:9][CH2:10][CH3:11])=[O:8])[NH:6][C:2]=1[CH3:1].